From a dataset of Catalyst prediction with 721,799 reactions and 888 catalyst types from USPTO. Predict which catalyst facilitates the given reaction. (1) Reactant: [S:1]1[CH:5]=[CH:4][N:3]=[C:2]1[C:6]1([OH:20])[C:14]2[C:13]3[CH2:15][CH2:16][NH:17][CH2:18][CH2:19][C:12]=3[CH:11]=[CH:10][C:9]=2[CH2:8][CH2:7]1.CCN(C(C)C)C(C)C.[C:30](O[C:30]([C:32]([F:35])([F:34])[F:33])=[O:31])([C:32]([F:35])([F:34])[F:33])=[O:31]. Product: [F:33][C:32]([F:35])([F:34])[C:30]([N:17]1[CH2:16][CH2:15][C:13]2[C:14]3[C:6]([OH:20])([C:2]4[S:1][CH:5]=[CH:4][N:3]=4)[CH2:7][CH2:8][C:9]=3[CH:10]=[CH:11][C:12]=2[CH2:19][CH2:18]1)=[O:31]. The catalyst class is: 34. (2) Reactant: [F:1][C:2]1[CH:34]=[CH:33][C:5]([CH2:6][N:7]([C:16]2[CH:21]=[CH:20][C:19]([O:22][C:23]3[CH:28]=[CH:27][N:26]=[C:25](C(=O)N)[CH:24]=3)=[C:18]([F:32])[CH:17]=2)[C:8]([C:10]2([C:13]([NH2:15])=[O:14])[CH2:12][CH2:11]2)=[O:9])=[CH:4][CH:3]=1.[N:35]1C=CC=CC=1.O.FC(F)(F)C(=O)OI(C1C=CC=CC=1)OC(C(F)(F)F)=O. Product: [F:1][C:2]1[CH:3]=[CH:4][C:5]([CH2:6][N:7]([C:16]2[CH:21]=[CH:20][C:19]([O:22][C:23]3[CH:28]=[CH:27][N:26]=[C:25]([NH2:35])[CH:24]=3)=[C:18]([F:32])[CH:17]=2)[C:8]([C:10]2([C:13]([NH2:15])=[O:14])[CH2:11][CH2:12]2)=[O:9])=[CH:33][CH:34]=1. The catalyst class is: 3.